From a dataset of Full USPTO retrosynthesis dataset with 1.9M reactions from patents (1976-2016). Predict the reactants needed to synthesize the given product. (1) Given the product [O:10]1[C:14]2[CH:15]=[CH:16][C:17]([C:19]#[C:20][C@@H:21]3[C@H:25]4[O:26][CH2:27][C@H:28]([NH:29][C:8]([NH:7][CH:1]5[CH2:6][CH2:5][CH2:4][CH2:3][CH2:2]5)=[O:9])[C@H:24]4[O:23][CH2:22]3)=[CH:18][C:13]=2[O:12][CH2:11]1, predict the reactants needed to synthesize it. The reactants are: [CH:1]1([N:7]=[C:8]=[O:9])[CH2:6][CH2:5][CH2:4][CH2:3][CH2:2]1.[O:10]1[C:14]2[CH:15]=[CH:16][C:17]([C:19]#[C:20][C@@H:21]3[C@H:25]4[O:26][CH2:27][C@H:28]([NH2:29])[C@H:24]4[O:23][CH2:22]3)=[CH:18][C:13]=2[O:12][CH2:11]1. (2) Given the product [F:14][C:15]1[CH:16]=[C:17]([CH:26]=[C:27]([F:29])[CH:28]=1)[CH2:18][N:19]1[CH2:20][CH2:21][CH:22]([NH:25][C:2]2[C:3]3[CH:10]=[C:9]([CH:11]([CH3:13])[CH3:12])[S:8][C:4]=3[N:5]=[CH:6][N:7]=2)[CH2:23][CH2:24]1, predict the reactants needed to synthesize it. The reactants are: Cl[C:2]1[C:3]2[CH:10]=[C:9]([CH:11]([CH3:13])[CH3:12])[S:8][C:4]=2[N:5]=[CH:6][N:7]=1.[F:14][C:15]1[CH:16]=[C:17]([CH:26]=[C:27]([F:29])[CH:28]=1)[CH2:18][N:19]1[CH2:24][CH2:23][CH:22]([NH2:25])[CH2:21][CH2:20]1. (3) Given the product [Cl:26][C:23]1[CH:24]=[CH:25][C:20]([S:19][C:18]2[C:14]([CH:11]3[CH2:12][CH2:13][NH:8][CH2:9][CH2:10]3)=[N:15][NH:16][CH:17]=2)=[CH:21][CH:22]=1.[ClH:27], predict the reactants needed to synthesize it. The reactants are: C(OC([N:8]1[CH2:13][CH2:12][CH:11]([C:14]2[C:18]([S:19][C:20]3[CH:25]=[CH:24][C:23]([Cl:26])=[CH:22][CH:21]=3)=[CH:17][NH:16][N:15]=2)[CH2:10][CH2:9]1)=O)(C)(C)C.[ClH:27]. (4) Given the product [NH2:4][C:5]1[CH:6]=[CH:7][C:8]([C:9]([O:11][CH2:12][CH2:13][CH:22]([CH3:23])[CH2:21][CH2:20][CH:19]=[C:17]([CH3:18])[CH3:16])=[O:10])=[CH:14][CH:15]=1, predict the reactants needed to synthesize it. The reactants are: C[O-].[Na+].[NH2:4][C:5]1[CH:15]=[CH:14][C:8]([C:9]([O:11][CH2:12][CH3:13])=[O:10])=[CH:7][CH:6]=1.[CH3:16][C:17](=[CH:19][CH2:20][CH2:21][CH:22](CCO)[CH3:23])[CH3:18].CCO. (5) Given the product [C:18]([O:21][C:22](=[O:23])[NH:16][C:10]1[C:11]([F:15])=[CH:12][CH:13]=[CH:14][C:9]=1[O:8][CH2:1][C:2]1[CH:3]=[CH:4][CH:5]=[CH:6][CH:7]=1)([CH3:20])([CH3:19])[CH3:17], predict the reactants needed to synthesize it. The reactants are: [CH2:1]([O:8][C:9]1[CH:14]=[CH:13][CH:12]=[C:11]([F:15])[C:10]=1[NH2:16])[C:2]1[CH:7]=[CH:6][CH:5]=[CH:4][CH:3]=1.[CH3:17][C:18]([O:21][C:22](O[C:22]([O:21][C:18]([CH3:20])([CH3:19])[CH3:17])=[O:23])=[O:23])([CH3:20])[CH3:19].